This data is from Catalyst prediction with 721,799 reactions and 888 catalyst types from USPTO. The task is: Predict which catalyst facilitates the given reaction. (1) Reactant: Cl[C:2]1[C:7]([C:8]([O:10][CH2:11][CH3:12])=[O:9])=[CH:6][N:5]=[C:4]([S:13][CH3:14])[N:3]=1.[CH3:15][C:16]1[CH:17]=[C:18]([CH:21]=[CH:22][C:23]=1[O:24][CH3:25])[CH2:19][NH2:20].C(N(CC)CC)C. Product: [CH3:25][O:24][C:23]1[CH:22]=[CH:21][C:18]([CH2:19][NH:20][C:2]2[C:7]([C:8]([O:10][CH2:11][CH3:12])=[O:9])=[CH:6][N:5]=[C:4]([S:13][CH3:14])[N:3]=2)=[CH:17][C:16]=1[CH3:15]. The catalyst class is: 4. (2) Reactant: [Br:1][C:2]1[CH:3]=[N:4][C:5]([N:8]2[CH2:13][CH2:12][N:11]([S:14]([CH3:17])(=[O:16])=[O:15])[CH2:10][CH2:9]2)=[N:6][CH:7]=1.C[Si]([N-][Si](C)(C)C)(C)C.[Li+].ClP(=O)(OCC)OCC.[N:37]1[CH:42]=[CH:41][CH:40]=[N:39][C:38]=1[CH2:43][CH2:44][CH:45]=O. Product: [Br:1][C:2]1[CH:7]=[N:6][C:5]([N:8]2[CH2:9][CH2:10][N:11]([S:14](/[CH:17]=[CH:45]/[CH2:44][CH2:43][C:38]3[N:39]=[CH:40][CH:41]=[CH:42][N:37]=3)(=[O:16])=[O:15])[CH2:12][CH2:13]2)=[N:4][CH:3]=1. The catalyst class is: 7. (3) Reactant: [NH2:1][C:2]1[C:7]([NH:8][C:9]([O:11][CH2:12][CH3:13])=[O:10])=[CH:6][CH:5]=[C:4]([NH:14][CH2:15][C:16]2[CH:21]=[CH:20][C:19]([F:22])=[CH:18][CH:17]=2)[N:3]=1.[C:23]([OH:27])(=[O:26])[CH2:24][CH3:25]. Product: [CH3:13][CH2:12][O:11][C:9]([NH:8][C:7]1[CH:6]=[CH:5][C:4]([NH:14][CH2:15][C:16]2[CH:21]=[CH:20][C:19]([F:22])=[CH:18][CH:17]=2)=[N:3][C:2]=1[NH2:1])=[O:10].[C:23]([O-:27])(=[O:26])[CH2:24][CH3:25]. The catalyst class is: 32. (4) Reactant: [CH3:1][O:2][C:3]1[CH:36]=[C:35]([O:37][CH3:38])[CH:34]=[CH:33][C:4]=1[CH2:5][N:6]1[C:26]2[C:15]3=[CH:16][C:17]4[CH:18]=[C:19]([CH2:24][OH:25])[N:20]([CH3:23])[C:21]=4[CH:22]=[C:14]3[CH:13]([CH3:27])[CH2:12][CH2:11][C:10]=2[C:9]([OH:28])=[C:8]([C:29]([OH:31])=[O:30])[C:7]1=[O:32]. Product: [CH3:1][O:2][C:3]1[CH:36]=[C:35]([O:37][CH3:38])[CH:34]=[CH:33][C:4]=1[CH2:5][N:6]1[C:26]2[C:15]3=[CH:16][C:17]4[CH:18]=[C:19]([CH:24]=[O:25])[N:20]([CH3:23])[C:21]=4[CH:22]=[C:14]3[CH:13]([CH3:27])[CH2:12][CH2:11][C:10]=2[C:9]([OH:28])=[C:8]([C:29]([OH:31])=[O:30])[C:7]1=[O:32]. The catalyst class is: 177. (5) Reactant: [CH3:1][N:2]1[C:6]([C:7]([O:9]CC)=[O:8])=[C:5]([CH3:12])[CH:4]=[N:3]1.[OH-].[Na+]. Product: [CH3:1][N:2]1[C:6]([C:7]([OH:9])=[O:8])=[C:5]([CH3:12])[CH:4]=[N:3]1. The catalyst class is: 8. (6) Reactant: [CH3:1][C:2]1[CH:3]=[C:4]([O:20][Si](C(C)C)(C(C)C)C(C)C)[CH:5]=[C:6]([CH3:19])[C:7]=1[CH2:8][C:9]1[CH:14]=[CH:13][C:12]([F:15])=[C:11]([CH:16]([CH3:18])[CH3:17])[CH:10]=1.CCCC[N+](CCCC)(CCCC)CCCC.[F-]. Product: [CH3:19][C:6]1[CH:5]=[C:4]([OH:20])[CH:3]=[C:2]([CH3:1])[C:7]=1[CH2:8][C:9]1[CH:14]=[CH:13][C:12]([F:15])=[C:11]([CH:16]([CH3:17])[CH3:18])[CH:10]=1. The catalyst class is: 56. (7) Reactant: [F:1][C:2]1[C:3]([O:11][CH3:12])=[C:4]([CH:8]=[CH:9][CH:10]=1)[C:5]([OH:7])=O.CCN(C(C)C)C(C)C.CN(C(ON1N=NC2C=CC=CC1=2)=[N+](C)C)C.[B-](F)(F)(F)F.[Cl:44][C:45]1[CH:46]=[CH:47][C:48]([NH:51][CH2:52][C@@H:53]2[CH2:58][CH2:57][C@H:56]([CH3:59])[CH2:55][NH:54]2)=[N:49][CH:50]=1. Product: [Cl:44][C:45]1[CH:46]=[CH:47][C:48]([NH:51][CH2:52][C@@H:53]2[CH2:58][CH2:57][C@H:56]([CH3:59])[CH2:55][N:54]2[C:5]([C:4]2[CH:8]=[CH:9][CH:10]=[C:2]([F:1])[C:3]=2[O:11][CH3:12])=[O:7])=[N:49][CH:50]=1. The catalyst class is: 3. (8) Reactant: Cl.Cl[C:3]1[CH:8]=[CH:7][N:6]=[CH:5][CH:4]=1.C([O-])(O)=O.[Na+].[NH2:14][C:15]1[CH:16]=[CH:17][CH:18]=[C:19]2[C:23]=1[C:22](=[O:24])[N:21]([C:25]1[CH:30]=[C:29]([C:31]([F:34])([F:33])[F:32])[CH:28]=[C:27]([O:35][C@@H:36]3[CH2:40][CH2:39][O:38][CH2:37]3)[CH:26]=1)[CH2:20]2.Cl. Product: [N:6]1[CH:7]=[CH:8][C:3]([NH:14][C:15]2[CH:16]=[CH:17][CH:18]=[C:19]3[C:23]=2[C:22](=[O:24])[N:21]([C:25]2[CH:30]=[C:29]([C:31]([F:32])([F:33])[F:34])[CH:28]=[C:27]([O:35][CH:36]4[CH2:40][CH2:39][O:38][CH2:37]4)[CH:26]=2)[CH2:20]3)=[CH:4][CH:5]=1. The catalyst class is: 440.